Predict the product of the given reaction. From a dataset of Forward reaction prediction with 1.9M reactions from USPTO patents (1976-2016). Given the reactants [CH:1]([C:3]1[C:4]([F:13])=[C:5]([C:8]([O:11][CH3:12])=[CH:9][CH:10]=1)[C:6]#[N:7])=[CH2:2].C1C=C(Cl)C=C(C(OO)=[O:22])C=1, predict the reaction product. The product is: [F:13][C:4]1[C:3]([CH:1]2[CH2:2][O:22]2)=[CH:10][CH:9]=[C:8]([O:11][CH3:12])[C:5]=1[C:6]#[N:7].